This data is from NCI-60 drug combinations with 297,098 pairs across 59 cell lines. The task is: Regression. Given two drug SMILES strings and cell line genomic features, predict the synergy score measuring deviation from expected non-interaction effect. (1) Drug 1: C1=CC(=CC=C1C#N)C(C2=CC=C(C=C2)C#N)N3C=NC=N3. Drug 2: CC1=C2C(C(=O)C3(C(CC4C(C3C(C(C2(C)C)(CC1OC(=O)C(C(C5=CC=CC=C5)NC(=O)OC(C)(C)C)O)O)OC(=O)C6=CC=CC=C6)(CO4)OC(=O)C)O)C)O. Cell line: NCIH23. Synergy scores: CSS=2.06, Synergy_ZIP=0.520, Synergy_Bliss=0.401, Synergy_Loewe=-0.360, Synergy_HSA=0.0209. (2) Drug 1: CC1=CC2C(CCC3(C2CCC3(C(=O)C)OC(=O)C)C)C4(C1=CC(=O)CC4)C. Drug 2: C1CNP(=O)(OC1)N(CCCl)CCCl. Cell line: SF-268. Synergy scores: CSS=-8.47, Synergy_ZIP=2.87, Synergy_Bliss=-2.72, Synergy_Loewe=-7.91, Synergy_HSA=-7.49. (3) Cell line: K-562. Synergy scores: CSS=62.5, Synergy_ZIP=-2.37, Synergy_Bliss=-3.11, Synergy_Loewe=-9.74, Synergy_HSA=-1.93. Drug 2: N.N.Cl[Pt+2]Cl. Drug 1: CN(CC1=CN=C2C(=N1)C(=NC(=N2)N)N)C3=CC=C(C=C3)C(=O)NC(CCC(=O)O)C(=O)O. (4) Cell line: HT29. Drug 2: C1CN(P(=O)(OC1)NCCCl)CCCl. Synergy scores: CSS=28.1, Synergy_ZIP=0.810, Synergy_Bliss=-5.11, Synergy_Loewe=-42.7, Synergy_HSA=-7.27. Drug 1: CC1=C2C(C(=O)C3(C(CC4C(C3C(C(C2(C)C)(CC1OC(=O)C(C(C5=CC=CC=C5)NC(=O)C6=CC=CC=C6)O)O)OC(=O)C7=CC=CC=C7)(CO4)OC(=O)C)O)C)OC(=O)C. (5) Drug 1: COC1=C(C=C2C(=C1)N=CN=C2NC3=CC(=C(C=C3)F)Cl)OCCCN4CCOCC4. Drug 2: C1=C(C(=O)NC(=O)N1)F. Cell line: A498. Synergy scores: CSS=59.9, Synergy_ZIP=-8.06, Synergy_Bliss=-8.75, Synergy_Loewe=1.88, Synergy_HSA=2.62. (6) Drug 1: CCCS(=O)(=O)NC1=C(C(=C(C=C1)F)C(=O)C2=CNC3=C2C=C(C=N3)C4=CC=C(C=C4)Cl)F. Drug 2: CCCCCOC(=O)NC1=NC(=O)N(C=C1F)C2C(C(C(O2)C)O)O. Cell line: HCT116. Synergy scores: CSS=-3.58, Synergy_ZIP=0.644, Synergy_Bliss=-3.21, Synergy_Loewe=-5.47, Synergy_HSA=-6.07.